From a dataset of Reaction yield outcomes from USPTO patents with 853,638 reactions. Predict the reaction yield, written as a fraction of the theoretical maximum amount of product (1.0 means a 100% yield; for example, 0.34 means a 34% yield). (1) The reactants are [Cl:1][C:2]1[CH:12]=[CH:11][C:5]2[CH2:6][CH2:7][NH:8][CH2:9][CH2:10][C:4]=2[C:3]=1[NH:13][CH2:14][C:15]([F:18])([F:17])[F:16].[C:19]([OH:26])(=[O:25])[CH2:20][CH2:21][C:22]([OH:24])=[O:23]. The catalyst is C(O)C. The product is [C:19]([OH:26])(=[O:25])[CH2:20][CH2:21][C:22]([OH:24])=[O:23].[Cl:1][C:2]1[CH:12]=[CH:11][C:5]2[CH2:6][CH2:7][NH:8][CH2:9][CH2:10][C:4]=2[C:3]=1[NH:13][CH2:14][C:15]([F:16])([F:18])[F:17]. The yield is 0.970. (2) The reactants are C([O:8][C:9]1[CH:14]=[CH:13][C:12]([S:15]([CH3:18])(=[O:17])=[O:16])=[C:11]([O:19][CH3:20])[CH:10]=1)C1C=CC=CC=1. The catalyst is CO.[Pd]. The product is [CH3:18][S:15]([C:12]1[CH:13]=[CH:14][C:9]([OH:8])=[CH:10][C:11]=1[O:19][CH3:20])(=[O:16])=[O:17]. The yield is 1.00. (3) The reactants are [N+:1]([C:4]1[CH:9]=[CH:8][C:7]([OH:10])=[CH:6][CH:5]=1)([O-:3])=[O:2].[CH2:11]([N:18]1[CH2:22][CH2:21][CH:20](O)[CH2:19]1)[C:12]1[CH:17]=[CH:16][CH:15]=[CH:14][CH:13]=1.N(C(OC(C)C)=O)=NC(OC(C)C)=O.O. The catalyst is C1COCC1. The product is [CH2:11]([N:18]1[CH2:22][CH2:21][CH:20]([O:10][C:7]2[CH:8]=[CH:9][C:4]([N+:1]([O-:3])=[O:2])=[CH:5][CH:6]=2)[CH2:19]1)[C:12]1[CH:17]=[CH:16][CH:15]=[CH:14][CH:13]=1. The yield is 0.860.